This data is from Full USPTO retrosynthesis dataset with 1.9M reactions from patents (1976-2016). The task is: Predict the reactants needed to synthesize the given product. (1) Given the product [F:1][C:2]1[CH:7]=[C:6]([I:8])[CH:5]=[CH:4][C:3]=1[NH:9][C:10]1[N:15]([CH3:16])[C:14](=[O:17])[C:13]2[C:18]([CH3:21])=[CH:19][O:20][C:12]=2[C:11]=1[C:22]([NH:31][O:30][CH2:29][CH2:28][O:27][CH:25]=[CH2:26])=[O:24], predict the reactants needed to synthesize it. The reactants are: [F:1][C:2]1[CH:7]=[C:6]([I:8])[CH:5]=[CH:4][C:3]=1[NH:9][C:10]1[N:15]([CH3:16])[C:14](=[O:17])[C:13]2[C:18]([CH3:21])=[CH:19][O:20][C:12]=2[C:11]=1[C:22]([OH:24])=O.[CH:25]([O:27][CH2:28][CH2:29][O:30][NH2:31])=[CH2:26].CCN=C=NCCCN(C)C.C1C=CC2N(O)N=NC=2C=1. (2) Given the product [NH2:23][C:24]1[CH:25]=[C:26]([CH:30]=[CH:31][C:32]=1[CH3:33])[C:27]([N:2]1[CH2:7][CH2:6][CH:5]([C:8]2[CH:22]=[CH:21][C:11]([C:12]([NH:14][C:15]3[N:16]=[CH:17][CH:18]=[CH:19][N:20]=3)=[O:13])=[CH:10][CH:9]=2)[CH2:4][CH2:3]1)=[O:28], predict the reactants needed to synthesize it. The reactants are: Cl.[NH:2]1[CH2:7][CH2:6][CH:5]([C:8]2[CH:22]=[CH:21][C:11]([C:12]([NH:14][C:15]3[N:20]=[CH:19][CH:18]=[CH:17][N:16]=3)=[O:13])=[CH:10][CH:9]=2)[CH2:4][CH2:3]1.[NH2:23][C:24]1[CH:25]=[C:26]([CH:30]=[CH:31][C:32]=1[CH3:33])[C:27](O)=[O:28].C(N(CC)C(C)C)(C)C. (3) The reactants are: [OH:1][C:2]1[CH:3]=[C:4]([CH:10]=[CH:11][CH:12]=1)[C:5]([O:7][CH2:8][CH3:9])=[O:6].C(Cl)(Cl)(Cl)Cl.CCN(C(C)C)C(C)C.[PH:27](=[O:44])([O:36][CH2:37][C:38]1[CH:43]=[CH:42][CH:41]=[CH:40][CH:39]=1)[O:28][CH2:29][C:30]1[CH:35]=[CH:34][CH:33]=[CH:32][CH:31]=1. Given the product [CH2:29]([O:28][P:27]([O:1][C:2]1[CH:3]=[C:4]([CH:10]=[CH:11][CH:12]=1)[C:5]([O:7][CH2:8][CH3:9])=[O:6])([O:36][CH2:37][C:38]1[CH:43]=[CH:42][CH:41]=[CH:40][CH:39]=1)=[O:44])[C:30]1[CH:31]=[CH:32][CH:33]=[CH:34][CH:35]=1, predict the reactants needed to synthesize it. (4) Given the product [NH2:8][C:6]1[CH:5]=[CH:4][C:3]([S:11][C:12]2[S:13][C:14]3[CH:20]=[C:19]([C:21]#[N:22])[CH:18]=[CH:17][C:15]=3[N:16]=2)=[C:2]([Cl:1])[CH:7]=1, predict the reactants needed to synthesize it. The reactants are: [Cl:1][C:2]1[CH:7]=[C:6]([N+:8]([O-])=O)[CH:5]=[CH:4][C:3]=1[S:11][C:12]1[S:13][C:14]2[CH:20]=[C:19]([C:21]#[N:22])[CH:18]=[CH:17][C:15]=2[N:16]=1.O.O.[Sn](Cl)(Cl)(Cl)Cl. (5) Given the product [CH3:1][C:2]1([CH3:13])[CH2:11][CH2:10][C:9](=[O:12])[C:8]2[N:7]=[CH:6][CH:5]=[CH:4][C:3]1=2, predict the reactants needed to synthesize it. The reactants are: [CH3:1][C:2]1([CH3:13])[CH2:11][CH2:10][CH:9]([OH:12])[C:8]2[N:7]=[CH:6][CH:5]=[CH:4][C:3]1=2.